From a dataset of Forward reaction prediction with 1.9M reactions from USPTO patents (1976-2016). Predict the product of the given reaction. Given the reactants [CH2:1]([NH:3][C:4](=[O:26])[C:5]1[CH:10]=[CH:9][CH:8]=[C:7]([NH:11][C:12]2[C:13]3[N:14]([N:23]=[CH:24][N:25]=3)[C:15]([C:18]3[CH:19]=[N:20][NH:21][CH:22]=3)=[CH:16][N:17]=2)[CH:6]=1)[CH3:2].[OH:27][C:28]1[CH:35]=[CH:34]C(CN)=[CH:30][CH:29]=1, predict the reaction product. The product is: [OH:27][C:28]1[CH:35]=[CH:34][C:2]([CH2:1][NH:3][C:4](=[O:26])[C:5]2[CH:10]=[CH:9][CH:8]=[C:7]([NH:11][C:12]3[C:13]4[N:14]([N:23]=[CH:24][N:25]=4)[C:15]([C:18]4[CH:19]=[N:20][NH:21][CH:22]=4)=[CH:16][N:17]=3)[CH:6]=2)=[CH:30][CH:29]=1.